Dataset: Reaction yield outcomes from USPTO patents with 853,638 reactions. Task: Predict the reaction yield, written as a fraction of the theoretical maximum amount of product (1.0 means a 100% yield; for example, 0.34 means a 34% yield). (1) The reactants are C[N:2](C)/[CH:3]=[CH:4]/[C:5]1[CH:10]=[CH:9][N:8]=[CH:7][N:6]=1.NOS(O)(=O)=O.C(=O)([O-])O.[Na+]. No catalyst specified. The product is [N:8]1[CH:9]=[CH:10][C:5]([CH2:4][C:3]#[N:2])=[N:6][CH:7]=1. The yield is 0.390. (2) The reactants are [N+:1]([C:4]1[CH:12]=[CH:11][C:7]([C:8](Cl)=[O:9])=[CH:6][CH:5]=1)([O-])=O.[NH2:13][C:14]1[CH:29]=[CH:28][C:17]([CH:18]=[C:19]([C:24]([O:26]C)=[O:25])[C:20]([O:22]C)=[O:21])=[CH:16][CH:15]=1.[H][H].[OH-].[Na+:33]. The catalyst is [Ni].CO.C(Cl)Cl. The product is [Na+:33].[Na+:33].[NH2:1][C:4]1[CH:12]=[CH:11][C:7]([C:8]([NH:13][C:14]2[CH:15]=[CH:16][C:17]([CH2:18][CH:19]([C:20]([O-:22])=[O:21])[C:24]([O-:26])=[O:25])=[CH:28][CH:29]=2)=[O:9])=[CH:6][CH:5]=1. The yield is 0.731. (3) The product is [F:20][C:19]([F:22])([F:21])[S:16]([O:7][C:3]1[CH2:4][CH2:5][CH2:6][C:1](=[O:8])[CH:2]=1)(=[O:17])=[O:15]. The catalyst is C(Cl)Cl. The reactants are [C:1]1(=[O:8])[CH2:6][CH2:5][CH2:4][C:3](=[O:7])[CH2:2]1.C([O-])([O-])=O.[Na+].[Na+].[O:15](S(C(F)(F)F)(=O)=O)[S:16]([C:19]([F:22])([F:21])[F:20])(=O)=[O:17]. The yield is 0.670. (4) The reactants are C(OC([N:8]1[CH2:13][CH2:12][N:11]([C:14]2[CH:15]=[N:16][C:17]([NH:20][C:21]3[N:22]=[CH:23][C:24]4[C:30]([CH3:31])=[C:29]([C:32]([O:34]CC)=[CH2:33])[C:28](=[O:37])[N:27]([CH:38]5[CH2:42][CH2:41][CH2:40][CH2:39]5)[C:25]=4[N:26]=3)=[CH:18][CH:19]=2)[CH2:10][CH2:9]1)=O)(C)(C)C. The catalyst is C(Cl)Cl.C(OCC)C. The product is [C:32]([C:29]1[C:28](=[O:37])[N:27]([CH:38]2[CH2:42][CH2:41][CH2:40][CH2:39]2)[C:25]2[N:26]=[C:21]([NH:20][C:17]3[CH:18]=[CH:19][C:14]([N:11]4[CH2:10][CH2:9][NH:8][CH2:13][CH2:12]4)=[CH:15][N:16]=3)[N:22]=[CH:23][C:24]=2[C:30]=1[CH3:31])(=[O:34])[CH3:33]. The yield is 0.920. (5) The reactants are [Cl:1][C:2]1[CH:7]=[CH:6][CH:5]=[C:4]([Cl:8])[C:3]=1[C:9]1[C:13]([CH2:14][O:15][C:16]2[CH:35]=[CH:34][C:19]3[CH:20]=[C:21]([C:23]4[CH:24]=[C:25]([CH:31]=[CH:32][CH:33]=4)[C:26]([O:28]CC)=[O:27])[S:22][C:18]=3[CH:17]=2)=[C:12]([CH:36]([CH3:38])[CH3:37])[O:11][N:10]=1.[OH-].[Li+]. The catalyst is O1CCCC1. The product is [Cl:8][C:4]1[CH:5]=[CH:6][CH:7]=[C:2]([Cl:1])[C:3]=1[C:9]1[C:13]([CH2:14][O:15][C:16]2[CH:35]=[CH:34][C:19]3[CH:20]=[C:21]([C:23]4[CH:24]=[C:25]([CH:31]=[CH:32][CH:33]=4)[C:26]([OH:28])=[O:27])[S:22][C:18]=3[CH:17]=2)=[C:12]([CH:36]([CH3:38])[CH3:37])[O:11][N:10]=1. The yield is 0.990. (6) The reactants are [CH3:1][C:2]([S:5]([NH:7][C@@H:8]([C:11]1[CH:16]=[CH:15][C:14]([O:17][CH2:18][C:19]([F:22])([F:21])[F:20])=[CH:13][N:12]=1)[C:9]#[CH:10])=[O:6])([CH3:4])[CH3:3].[N:23]([C:26]([CH3:31])([CH3:30])[C:27]([OH:29])=[O:28])=[N+:24]=[N-:25].O=C1O[C@H]([C@H](CO)O)C([O-])=C1O.[Na+]. The catalyst is O.C(O)(C)(C)C.S([O-])([O-])(=O)=O.[Cu+2]. The product is [C:2]([S:5]([NH:7][C@H:8]([C:11]1[CH:16]=[CH:15][C:14]([O:17][CH2:18][C:19]([F:22])([F:20])[F:21])=[CH:13][N:12]=1)[C:9]1[N:25]=[N:24][N:23]([C:26]([CH3:31])([CH3:30])[C:27]([OH:29])=[O:28])[CH:10]=1)=[O:6])([CH3:1])([CH3:3])[CH3:4]. The yield is 0.440.